Dataset: Full USPTO retrosynthesis dataset with 1.9M reactions from patents (1976-2016). Task: Predict the reactants needed to synthesize the given product. (1) Given the product [CH3:21][NH:17][S:14]([C:5]1[C:6]([Cl:13])=[CH:7][CH:8]=[C:9]([N+:10]([O-:12])=[O:11])[C:4]=1[C:1](=[O:3])[CH3:2])(=[O:15])=[O:16], predict the reactants needed to synthesize it. The reactants are: [C:1]([C:4]1[C:9]([N+:10]([O-:12])=[O:11])=[CH:8][CH:7]=[C:6]([Cl:13])[C:5]=1[S:14]([NH2:17])(=[O:16])=[O:15])(=[O:3])[CH3:2].[H-].[Na+].I[CH3:21].Cl. (2) Given the product [CH:13]1([CH:8]2[NH:7][C:5](=[O:6])[CH:3]([CH3:4])[NH:2][C:9]2=[O:10])[CH2:15][CH2:14]1, predict the reactants needed to synthesize it. The reactants are: Cl.[NH2:2][C@H:3]([C:5]([NH:7][CH:8]([CH:13]1[CH2:15][CH2:14]1)[C:9](OC)=[O:10])=[O:6])[CH3:4]. (3) Given the product [CH3:1][C:2]1[CH:7]=[C:6]([N:8]2[CH2:12][CH2:11][CH:10]([N:13]3[CH2:17][CH2:16][CH2:15][CH:14]3[CH3:18])[CH2:9]2)[CH:5]=[CH:4][C:3]=1[NH:19][C:29](=[O:30])[C:28]1[CH:27]=[CH:26][C:25]([C:24]2[O:20][CH:21]=[N:22][CH:23]=2)=[CH:33][CH:32]=1, predict the reactants needed to synthesize it. The reactants are: [CH3:1][C:2]1[CH:7]=[C:6]([N:8]2[CH2:12][CH2:11][CH:10]([N:13]3[CH2:17][CH2:16][CH2:15][CH:14]3[CH3:18])[CH2:9]2)[CH:5]=[CH:4][C:3]=1[NH2:19].[O:20]1[C:24]([C:25]2[CH:33]=[CH:32][C:28]([C:29](Cl)=[O:30])=[CH:27][CH:26]=2)=[CH:23][N:22]=[CH:21]1. (4) Given the product [Br:1][C:2]1[S:6][C:5]([N:7]([CH2:36][C@@H:32]([NH:33][C:39]([O:41][C:42]([CH3:43])([CH3:45])[CH3:44])=[O:40])[C@@H:31]([O:46][Si:47]([C:50]([CH3:51])([CH3:52])[CH3:53])([CH3:49])[CH3:48])[C:28]2[CH:29]=[CH:30][C:25]([C:22]([F:24])([F:21])[CH3:23])=[CH:26][CH:27]=2)[C:8](=[O:14])[O:9][C:10]([CH3:11])([CH3:13])[CH3:12])=[N:4][CH:3]=1, predict the reactants needed to synthesize it. The reactants are: [Br:1][C:2]1[S:6][C:5]([NH:7][C:8](=[O:14])[O:9][C:10]([CH3:13])([CH3:12])[CH3:11])=[N:4][CH:3]=1.C(=O)([O-])[O-].[Cs+].[Cs+].[F:21][C:22]([C:25]1[CH:30]=[CH:29][C:28]([C@H:31]([O:46][Si:47]([C:50]([CH3:53])([CH3:52])[CH3:51])([CH3:49])[CH3:48])[C@H:32]2[CH2:36]OS(=O)(=O)[N:33]2[C:39]([O:41][C:42]([CH3:45])([CH3:44])[CH3:43])=[O:40])=[CH:27][CH:26]=1)([F:24])[CH3:23]. (5) Given the product [F:1][C:2]1[C:3]([NH:28][C@H:29]2[CH2:34][CH2:33][CH2:32][C@:31]([CH:36]([CH3:42])[C:37]([OH:39])=[O:38])([OH:35])[CH2:30]2)=[N:4][C:5]([C:8]2[C:16]3[C:11](=[N:12][CH:13]=[C:14]([F:17])[CH:15]=3)[NH:10][CH:9]=2)=[N:6][CH:7]=1, predict the reactants needed to synthesize it. The reactants are: [F:1][C:2]1[C:3]([NH:28][C@H:29]2[CH2:34][CH2:33][CH2:32][C@:31]([CH:36]([CH3:42])[C:37]([O:39]CC)=[O:38])([OH:35])[CH2:30]2)=[N:4][C:5]([C:8]2[C:16]3[C:11](=[N:12][CH:13]=[C:14]([F:17])[CH:15]=3)[N:10](S(C3C=CC(C)=CC=3)(=O)=O)[CH:9]=2)=[N:6][CH:7]=1.[Li+].[OH-].Cl. (6) Given the product [Br:23][CH2:13][C:5]1[CH:6]=[CH:7][C:8]([S:9]([CH3:12])(=[O:11])=[O:10])=[C:3]([O:2][CH3:1])[CH:4]=1, predict the reactants needed to synthesize it. The reactants are: [CH3:1][O:2][C:3]1[CH:4]=[C:5]([CH2:13]O)[CH:6]=[CH:7][C:8]=1[S:9]([CH3:12])(=[O:11])=[O:10].C1(C)C=CC=CC=1.P(Br)(Br)[Br:23].O. (7) Given the product [C:16]([OH:23])(=[O:22])/[CH:17]=[CH:18]/[C:19]([OH:21])=[O:20].[Cl:1][C:2]1[CH:3]=[C:4]([N:9]2[CH2:15][C@@H:14]3[C@@H:11]([CH2:12][NH:13]3)[CH2:10]2)[CH:5]=[N:6][C:7]=1[Cl:8], predict the reactants needed to synthesize it. The reactants are: [Cl:1][C:2]1[CH:3]=[C:4]([N:9]2[CH2:15][CH:14]3[CH:11]([CH2:12][NH:13]3)[CH2:10]2)[CH:5]=[N:6][C:7]=1[Cl:8].[C:16]([OH:23])(=[O:22])/[CH:17]=[CH:18]/[C:19]([OH:21])=[O:20].O.N.